This data is from Forward reaction prediction with 1.9M reactions from USPTO patents (1976-2016). The task is: Predict the product of the given reaction. (1) Given the reactants [F:1][C:2]([F:27])([F:26])[CH2:3][NH:4][C:5]([C:7]1([CH2:21][CH2:22][CH2:23][CH2:24]Br)[C:20]2[CH:19]=[CH:18][CH:17]=[CH:16][C:15]=2[O:14][C:13]2[C:8]1=[CH:9][CH:10]=[CH:11][CH:12]=2)=[O:6].[CH3:28][C@H:29]1[NH:34][C@@H:33]([CH3:35])[CH2:32][N:31]([C:36]2[S:37][C:38]3[CH:44]=[CH:43][CH:42]=[CH:41][C:39]=3[N:40]=2)[CH2:30]1, predict the reaction product. The product is: [F:1][C:2]([F:27])([F:26])[CH2:3][NH:4][C:5]([C:7]1([CH2:21][CH2:22][CH2:23][CH2:24][N:34]2[C@H:33]([CH3:35])[CH2:32][N:31]([C:36]3[S:37][C:38]4[CH:44]=[CH:43][CH:42]=[CH:41][C:39]=4[N:40]=3)[CH2:30][C@@H:29]2[CH3:28])[C:20]2[CH:19]=[CH:18][CH:17]=[CH:16][C:15]=2[O:14][C:13]2[C:8]1=[CH:9][CH:10]=[CH:11][CH:12]=2)=[O:6]. (2) Given the reactants C1(C2C=CC=CC=2)C=CC(C(O)=O)=CC=1.COC1C=C([NH-])C=CC=1OCCN1CCCC1.ON.[OH:35][CH2:36][CH2:37][N:38]1[CH2:42][CH2:41][CH2:40][CH2:39]1.[H-].[Na+].Cl[C:46]1[CH:51]=[CH:50][C:49]([N+:52]([O-:54])=[O:53])=[CH:48][C:47]=1[O:55][CH3:56], predict the reaction product. The product is: [CH3:56][O:55][C:47]1[CH:48]=[C:49]([N+:52]([O-:54])=[O:53])[CH:50]=[CH:51][C:46]=1[O:35][CH2:36][CH2:37][N:38]1[CH2:42][CH2:41][CH2:40][CH2:39]1. (3) Given the reactants [CH3:1][NH+:2]([CH2:9][CH2:10][CH2:11][CH2:12][CH2:13][CH2:14][CH2:15][CH2:16][CH2:17][CH2:18][CH2:19][CH2:20][CH2:21][CH3:22])[CH2:3][CH2:4][S:5]([O-:8])(=[O:7])=[O:6].CI.[C:25]([O-])([O-])=O.[K+].[K+], predict the reaction product. The product is: [CH3:1][N+:2]([CH2:9][CH2:10][CH2:11][CH2:12][CH2:13][CH2:14][CH2:15][CH2:16][CH2:17][CH2:18][CH2:19][CH2:20][CH2:21][CH3:22])([CH2:3][CH2:4][S:5]([O-:8])(=[O:7])=[O:6])[CH3:25].